This data is from Full USPTO retrosynthesis dataset with 1.9M reactions from patents (1976-2016). The task is: Predict the reactants needed to synthesize the given product. Given the product [C:1]([O:5][C:6]([N:8]1[CH2:13][CH2:12][CH:11]([C:14]([Cl:25])=[O:16])[CH2:10][CH2:9]1)=[O:7])([CH3:4])([CH3:3])[CH3:2], predict the reactants needed to synthesize it. The reactants are: [C:1]([O:5][C:6]([N:8]1[CH2:13][CH2:12][CH:11]([C:14]([OH:16])=O)[CH2:10][CH2:9]1)=[O:7])([CH3:4])([CH3:3])[CH3:2].N1C=CC=CC=1.O=S(Cl)[Cl:25].